This data is from Serine/threonine kinase 33 screen with 319,792 compounds. The task is: Binary Classification. Given a drug SMILES string, predict its activity (active/inactive) in a high-throughput screening assay against a specified biological target. (1) The result is 0 (inactive). The compound is Fc1ccc(NC2CCCN(C2)C(=O)c2cccnc2)cc1. (2) The compound is S(=O)(=O)(N1CCCCC1)c1cc(NC(=O)CNc2cc(ccc2)C(=O)C)ccc1. The result is 0 (inactive). (3) The compound is s1c(C(=O)N2CCC(CC2)C(=O)Nc2c(OC)cc(OC)cc2)ccc1. The result is 0 (inactive).